Dataset: Full USPTO retrosynthesis dataset with 1.9M reactions from patents (1976-2016). Task: Predict the reactants needed to synthesize the given product. Given the product [OH:12][CH2:13][C:14]1[O:18][N:17]=[C:16]([CH3:19])[C:15]=1[C:30]1[CH:35]=[CH:34][CH:33]=[CH:32][C:31]=1[NH:36][C:37](=[O:43])[O:38][C:39]([CH3:41])([CH3:40])[CH3:42], predict the reactants needed to synthesize it. The reactants are: P([O-])([O-])([O-])=O.[K+].[K+].[K+].C([O:12][CH2:13][C:14]1[O:18][N:17]=[C:16]([CH3:19])[C:15]=1B1OC(C)(C)C(C)(C)O1)(=O)C.Br[C:30]1[CH:35]=[CH:34][CH:33]=[CH:32][C:31]=1[NH:36][C:37](=[O:43])[O:38][C:39]([CH3:42])([CH3:41])[CH3:40].CO.